This data is from Full USPTO retrosynthesis dataset with 1.9M reactions from patents (1976-2016). The task is: Predict the reactants needed to synthesize the given product. (1) Given the product [CH3:1][N:2]1[C:10]2[C:5](=[CH:6][C:7]([C:11]#[N:12])=[CH:8][CH:9]=2)[CH:4]=[C:3]1[CH2:13][CH2:14][CH2:15][CH2:16][CH2:17][CH2:18][CH2:19][CH3:20], predict the reactants needed to synthesize it. The reactants are: [CH3:1][N:2]1[C:10]2[C:5](=[CH:6][C:7]([CH2:11][NH2:12])=[CH:8][CH:9]=2)[CH:4]=[C:3]1[CH2:13][CH2:14][CH2:15][CH2:16][CH2:17][CH2:18][CH2:19][CH3:20].C(OC(N1CC[C@H](O)[C@H]1C(O)=O)=O)(C)(C)C. (2) Given the product [CH2:25]([N:24]([CH2:17][C:18]1[CH:23]=[CH:22][CH:21]=[CH:20][CH:19]=1)[CH:5]1[CH2:4][CH:3]([C:8]([O:10][CH2:11][CH3:12])=[O:9])[CH:2]([CH3:1])[CH2:6]1)[C:26]1[CH:31]=[CH:30][CH:29]=[CH:28][CH:27]=1.[CH2:25]([N:24]([CH2:17][C:18]1[CH:23]=[CH:22][CH:21]=[CH:20][CH:19]=1)[C@@H:5]1[CH2:4][C@H:3]([C:8]([O:10][CH2:11][CH3:12])=[O:9])[C@H:2]([CH3:1])[CH2:6]1)[C:26]1[CH:31]=[CH:30][CH:29]=[CH:28][CH:27]=1, predict the reactants needed to synthesize it. The reactants are: [CH3:1][CH:2]1[CH2:6][C:5](=O)[CH2:4][CH:3]1[C:8]([O:10][CH2:11][CH3:12])=[O:9].CC(O)=O.[CH2:17]([NH:24][CH2:25][C:26]1[CH:31]=[CH:30][CH:29]=[CH:28][CH:27]=1)[C:18]1[CH:23]=[CH:22][CH:21]=[CH:20][CH:19]=1.C(O[BH-](OC(=O)C)OC(=O)C)(=O)C.[Na+].C([O-])(O)=O.[Na+]. (3) Given the product [Cl:8][C:5]1[CH:6]=[CH:7][C:2]([NH:1][S:22](/[CH:21]=[CH:20]/[C:17]2[CH:18]=[CH:19][C:14]([Cl:13])=[CH:15][C:16]=2[O:26][CH3:27])(=[O:23])=[O:24])=[C:3]([S:9]([NH2:12])(=[O:11])=[O:10])[CH:4]=1, predict the reactants needed to synthesize it. The reactants are: [NH2:1][C:2]1[CH:7]=[CH:6][C:5]([Cl:8])=[CH:4][C:3]=1[S:9]([NH2:12])(=[O:11])=[O:10].[Cl:13][C:14]1[CH:19]=[CH:18][C:17](/[CH:20]=[CH:21]/[S:22](Cl)(=[O:24])=[O:23])=[C:16]([O:26][CH3:27])[CH:15]=1. (4) Given the product [CH3:1][O:2][C:3]1[CH:4]=[CH:5][C:6]2[N:11]=[CH:10][C:9](=[O:12])[N:8]([CH2:13][CH2:14][N:17]3[CH2:18][CH2:19][CH:20]([NH:23][C:24](=[O:30])[O:25][C:26]([CH3:28])([CH3:27])[CH3:29])[CH2:21][CH2:22]3)[C:7]=2[N:16]=1, predict the reactants needed to synthesize it. The reactants are: [CH3:1][O:2][C:3]1[CH:4]=[CH:5][C:6]2[N:11]=[CH:10][C:9](=[O:12])[N:8]([CH2:13][CH:14]=O)[C:7]=2[N:16]=1.[NH:17]1[CH2:22][CH2:21][CH:20]([NH:23][C:24](=[O:30])[O:25][C:26]([CH3:29])([CH3:28])[CH3:27])[CH2:19][CH2:18]1.[O-]S([O-])(=O)=O.[Na+].[Na+].[BH-](OC(C)=O)(OC(C)=O)OC(C)=O.[Na+]. (5) Given the product [C:1]([C:5]1[CH:6]=[CH:7][C:8]([C@@H:11]([NH:13][C:14]([C:16]2[CH:17]=[C:18]3[C:22](=[CH:23][CH:24]=2)[N:21]([CH:25]([C:27]2[CH:28]=[CH:29][C:30]([O:31][C@@H:32]([CH3:37])[C:33]([OH:35])=[O:34])=[CH:38][CH:39]=2)[CH3:26])[C:20]([CH3:40])=[C:19]3[CH3:41])=[O:15])[CH3:12])=[CH:9][CH:10]=1)([CH3:3])([CH3:2])[CH3:4], predict the reactants needed to synthesize it. The reactants are: [C:1]([C:5]1[CH:10]=[CH:9][C:8]([C@@H:11]([NH:13][C:14]([C:16]2[CH:17]=[C:18]3[C:22](=[CH:23][CH:24]=2)[N:21]([CH:25]([C:27]2[CH:39]=[CH:38][C:30]([O:31][C@@H:32]([CH3:37])[C:33]([O:35]C)=[O:34])=[CH:29][CH:28]=2)[CH3:26])[C:20]([CH3:40])=[C:19]3[CH3:41])=[O:15])[CH3:12])=[CH:7][CH:6]=1)([CH3:4])([CH3:3])[CH3:2].[OH-].[Na+]. (6) The reactants are: CC([O:4][C@@H:5]1[C:19](=[O:20])[C@H:18]2[C@@:8]([CH3:27])([CH2:9][CH2:10][C@@H:11]3[C@:17]2([CH3:21])[CH2:16][C@H:15]([C:22]2[CH:23]=[CH:24][O:25][CH:26]=2)[O:14][C:12]3=[O:13])[C@H:7]([C:28]([O:30][CH3:31])=[O:29])[CH2:6]1)=O.C([O-])(O)=O.[Na+]. Given the product [CH3:27][C@:8]12[C@H:7]([C:28]([O:30][CH3:31])=[O:29])[CH2:6][C@H:5]([OH:4])[C:19](=[O:20])[C@@H:18]1[C@:17]1([CH3:21])[C@H:11]([C:12]([O:14][C@@H:15]([C:22]3[CH:23]=[CH:24][O:25][CH:26]=3)[CH2:16]1)=[O:13])[CH2:10][CH2:9]2, predict the reactants needed to synthesize it.